This data is from Catalyst prediction with 721,799 reactions and 888 catalyst types from USPTO. The task is: Predict which catalyst facilitates the given reaction. (1) Reactant: C(Cl)CCl.[C:5](=[N:8][OH:9])([NH2:7])[CH3:6].[C:10]([O:14][C:15]([N:17]([C@@H:22]1[CH2:24][C@H:23]1[C:25]1[CH:30]=[CH:29][CH:28]=[CH:27][CH:26]=1)[CH2:18][C:19](O)=O)=[O:16])([CH3:13])([CH3:12])[CH3:11]. Product: [CH3:6][C:5]1[N:7]=[C:19]([CH2:18][N:17]([C@H:22]2[CH2:24][C@H:23]2[C:25]2[CH:26]=[CH:27][CH:28]=[CH:29][CH:30]=2)[C:15](=[O:16])[O:14][C:10]([CH3:13])([CH3:11])[CH3:12])[O:9][N:8]=1. The catalyst class is: 270. (2) Reactant: [CH3:1][Si:2]([CH2:5][NH:6][C:7]([C:9]1[CH:10]=[C:11]2[C:15](=[CH:16][CH:17]=1)[CH:14]([NH:18][C:19](=[O:25])[O:20][C:21]([CH3:24])([CH3:23])[CH3:22])[CH2:13][CH2:12]2)=O)([CH3:4])[CH3:3].COC1C=CC(P2(SP(C3C=CC(OC)=CC=3)(=S)S2)=[S:35])=CC=1. Product: [CH3:1][Si:2]([CH2:5][NH:6][C:7]([C:9]1[CH:10]=[C:11]2[C:15](=[CH:16][CH:17]=1)[CH:14]([NH:18][C:19](=[O:25])[O:20][C:21]([CH3:24])([CH3:23])[CH3:22])[CH2:13][CH2:12]2)=[S:35])([CH3:4])[CH3:3]. The catalyst class is: 11. (3) Reactant: C([O:3][C:4]([C:6]1[C:7]([N:29]([CH3:31])[CH3:30])=[N:8][C:9]2[C:14]([C:15]=1[CH2:16][C:17]1[CH:22]=[CH:21][CH:20]=[CH:19][C:18]=1[Cl:23])=[CH:13][C:12]([Cl:24])=[CH:11][C:10]=2[C:25]([F:28])([F:27])[F:26])=[O:5])C.[OH-].[Na+]. Product: [Cl:24][C:12]1[CH:13]=[C:14]2[C:9](=[C:10]([C:25]([F:28])([F:26])[F:27])[CH:11]=1)[N:8]=[C:7]([N:29]([CH3:30])[CH3:31])[C:6]([C:4]([OH:5])=[O:3])=[C:15]2[CH2:16][C:17]1[CH:22]=[CH:21][CH:20]=[CH:19][C:18]=1[Cl:23]. The catalyst class is: 8.